Task: Predict the product of the given reaction.. Dataset: Forward reaction prediction with 1.9M reactions from USPTO patents (1976-2016) (1) Given the reactants [CH3:1][O:2][C:3](=[O:12])[C:4]1[CH:9]=[C:8]([Cl:10])[CH:7]=[CH:6][C:5]=1[OH:11].[N+:13]([O-])([OH:15])=[O:14], predict the reaction product. The product is: [CH3:1][O:2][C:3](=[O:12])[C:4]1[CH:9]=[C:8]([Cl:10])[CH:7]=[C:6]([N+:13]([O-:15])=[O:14])[C:5]=1[OH:11]. (2) The product is: [Cl:1][C:2]1[CH:7]=[CH:6][C:5]([S:8]([N:11]2[C:17]3[CH:18]=[CH:19][CH:20]=[CH:21][C:16]=3[CH2:15][CH2:14][CH2:13][CH2:12]2)(=[O:9])=[O:10])=[CH:4][C:3]=1[C:32]1[CH:37]=[N:36][C:35]([Cl:38])=[CH:34][C:33]=1[CH3:39]. Given the reactants [Cl:1][C:2]1[CH:7]=[CH:6][C:5]([S:8]([N:11]2[C:17]3[CH:18]=[CH:19][CH:20]=[CH:21][C:16]=3[CH2:15][CH2:14][CH2:13][CH2:12]2)(=[O:10])=[O:9])=[CH:4][C:3]=1B1OC(C)(C)C(C)(C)O1.Br[C:32]1[C:33]([CH3:39])=[CH:34][C:35]([Cl:38])=[N:36][CH:37]=1.C([O-])([O-])=O.[K+].[K+], predict the reaction product. (3) Given the reactants [NH2:1][N:2]1[CH:6]=[CH:5][CH:4]=[C:3]1[C:7]([NH:9][C:10]1[CH:15]=[CH:14][CH:13]=[CH:12][CH:11]=1)=[O:8].[CH2:16]([O:23][CH2:24][CH2:25][C@H:26]([NH:30][C:31]([O:33][C:34]([CH3:37])([CH3:36])[CH3:35])=[O:32])[C:27](O)=[O:28])[C:17]1[CH:22]=[CH:21][CH:20]=[CH:19][CH:18]=1, predict the reaction product. The product is: [CH2:16]([O:23][CH2:24][CH2:25][C@H:26]([NH:30][C:31](=[O:32])[O:33][C:34]([CH3:36])([CH3:35])[CH3:37])[C:27](=[O:28])[NH:1][N:2]1[CH:6]=[CH:5][CH:4]=[C:3]1[C:7](=[O:8])[NH:9][C:10]1[CH:15]=[CH:14][CH:13]=[CH:12][CH:11]=1)[C:17]1[CH:18]=[CH:19][CH:20]=[CH:21][CH:22]=1. (4) Given the reactants [F:1][C:2]([F:18])([F:17])[C:3]1[CH:8]=[CH:7][C:6]([CH2:9][NH2:10])=[C:5]([N:11]2[CH2:16][CH2:15][CH2:14][CH2:13][CH2:12]2)[CH:4]=1.ClC(Cl)(OC(=O)OC(Cl)(Cl)Cl)Cl.[N-:31]=[C:32]=[O:33].N[C:35]1[C:44]2[NH:43][C:42](=[O:45])[CH2:41][O:40][C:39]=2[CH:38]=[CH:37][CH:36]=1, predict the reaction product. The product is: [F:18][C:2]([F:1])([F:17])[C:3]1[CH:8]=[CH:7][C:6]([CH2:9][NH:10][C:32]([NH:31][C:35]2[C:44]3[NH:43][C:42](=[O:45])[CH2:41][O:40][C:39]=3[CH:38]=[CH:37][CH:36]=2)=[O:33])=[C:5]([N:11]2[CH2:16][CH2:15][CH2:14][CH2:13][CH2:12]2)[CH:4]=1. (5) Given the reactants [Cl:1][C:2]1[N:3]=[C:4]([N:13]2[CH2:18][CH2:17][O:16][CH2:15][CH2:14]2)[C:5]2[S:10][C:9]([CH:11]=O)=[N:8][C:6]=2[N:7]=1.[NH:19]1[CH2:24][CH2:23][CH:22]([C:25]([OH:28])([CH3:27])[CH3:26])[CH2:21][CH2:20]1.C(O[BH-](OC(=O)C)OC(=O)C)(=O)C.[Na+], predict the reaction product. The product is: [Cl:1][C:2]1[N:3]=[C:4]([N:13]2[CH2:18][CH2:17][O:16][CH2:15][CH2:14]2)[C:5]2[S:10][C:9]([CH2:11][N:19]3[CH2:24][CH2:23][CH:22]([C:25]([OH:28])([CH3:27])[CH3:26])[CH2:21][CH2:20]3)=[N:8][C:6]=2[N:7]=1. (6) Given the reactants C[O:2][C:3](=[O:32])[CH2:4][C:5]1[CH:10]=[CH:9][CH:8]=[C:7]([O:11][C:12]2[CH:17]=[CH:16][C:15]([Br:18])=[CH:14][C:13]=2[CH2:19][N:20]2[C@@H:24]([C:25]3[CH:30]=[CH:29][CH:28]=[CH:27][CH:26]=3)[CH2:23][O:22][C:21]2=[O:31])[CH:6]=1.[OH-].[Li+].Cl, predict the reaction product. The product is: [Br:18][C:15]1[CH:16]=[CH:17][C:12]([O:11][C:7]2[CH:6]=[C:5]([CH2:4][C:3]([OH:32])=[O:2])[CH:10]=[CH:9][CH:8]=2)=[C:13]([CH2:19][N:20]2[C@@H:24]([C:25]3[CH:30]=[CH:29][CH:28]=[CH:27][CH:26]=3)[CH2:23][O:22][C:21]2=[O:31])[CH:14]=1. (7) Given the reactants [CH2:1]([S:3][C:4]1[CH:9]=[CH:8][C:7]([O:10][CH3:11])=[CH:6][C:5]=1[NH:12][NH2:13])[CH3:2].[NH2:14][C:15]1[C:23]([Br:24])=[CH:22][C:21]([C:25]([F:28])([F:27])[F:26])=[CH:20][C:16]=1[C:17](O)=[O:18].N[C:30]1C(C(NNC2C=C(C#N)C=CC=2SCC)=O)=CC(Br)=CN=1, predict the reaction product. The product is: [Br:24][C:23]1[CH:22]=[C:21]([C:25]([F:28])([F:27])[F:26])[CH:20]=[C:16]2[C:15]=1[N:14]=[CH:30][N:13]([NH:12][C:5]1[CH:6]=[C:7]([O:10][CH3:11])[CH:8]=[CH:9][C:4]=1[S:3][CH2:1][CH3:2])[C:17]2=[O:18].